From a dataset of Full USPTO retrosynthesis dataset with 1.9M reactions from patents (1976-2016). Predict the reactants needed to synthesize the given product. (1) Given the product [Cl:1][C:2]1[CH:3]=[CH:4][C:5]([NH:12][C:13]2[CH:14]=[C:15]3[C:19](=[CH:20][CH:21]=2)[N:18]([C:22]2[CH:27]=[CH:26][N:25]=[C:24]([N:28]4[CH2:33][CH2:32][O:31][CH2:30][CH2:29]4)[N:23]=2)[CH:17]=[CH:16]3)=[C:6]([CH:11]=1)[C:7]([OH:9])=[O:8], predict the reactants needed to synthesize it. The reactants are: [Cl:1][C:2]1[CH:3]=[CH:4][C:5]([NH:12][C:13]2[CH:14]=[C:15]3[C:19](=[CH:20][CH:21]=2)[N:18]([C:22]2[CH:27]=[CH:26][N:25]=[C:24]([N:28]4[CH2:33][CH2:32][O:31][CH2:30][CH2:29]4)[N:23]=2)[CH:17]=[CH:16]3)=[C:6]([CH:11]=1)[C:7]([O:9]C)=[O:8].[OH-].[Na+].O.Cl. (2) Given the product [CH2:17]([O:24][C:25]1[CH:26]=[CH:27][C:28]([O:31][CH2:2][CH2:3][CH:4]2[CH2:9][CH2:8][N:7]([C:10]([O:12][C:13]([CH3:16])([CH3:15])[CH3:14])=[O:11])[CH2:6][CH2:5]2)=[CH:29][CH:30]=1)[C:18]1[CH:19]=[CH:20][CH:21]=[CH:22][CH:23]=1, predict the reactants needed to synthesize it. The reactants are: Br[CH2:2][CH2:3][CH:4]1[CH2:9][CH2:8][N:7]([C:10]([O:12][C:13]([CH3:16])([CH3:15])[CH3:14])=[O:11])[CH2:6][CH2:5]1.[CH2:17]([O:24][C:25]1[CH:30]=[CH:29][C:28]([OH:31])=[CH:27][CH:26]=1)[C:18]1[CH:23]=[CH:22][CH:21]=[CH:20][CH:19]=1.C([O-])([O-])=O.[K+].[K+]. (3) Given the product [CH:1]1([C@@H:4]2[CH2:5][NH:6][CH2:7][CH2:8][NH:9]2)[CH2:3][CH2:2]1, predict the reactants needed to synthesize it. The reactants are: [CH:1]1([C@H:4]2[NH:9][C:8](=O)[CH2:7][NH:6][C:5]2=O)[CH2:3][CH2:2]1.O.[OH-].[K+]. (4) Given the product [Cl:12][C:13]1[C:22]2[C:17](=[CH:18][CH:19]=[C:20]([C:23](=[O:24])[C:25]3[CH:30]=[CH:29][C:28]([Cl:31])=[CH:27][CH:26]=3)[CH:21]=2)[NH:16][C:15](=[O:9])[CH:14]=1, predict the reactants needed to synthesize it. The reactants are: CC1C=CC(S(Cl)(=O)=[O:9])=CC=1.[Cl:12][C:13]1[C:22]2[C:17](=[CH:18][CH:19]=[C:20]([C:23]([C:25]3[CH:30]=[CH:29][C:28]([Cl:31])=[CH:27][CH:26]=3)=[O:24])[CH:21]=2)[N+:16]([O-])=[CH:15][CH:14]=1.